This data is from Experimentally validated miRNA-target interactions with 360,000+ pairs, plus equal number of negative samples. The task is: Binary Classification. Given a miRNA mature sequence and a target amino acid sequence, predict their likelihood of interaction. (1) The miRNA is mmu-miR-181a-5p with sequence AACAUUCAACGCUGUCGGUGAGU. The protein sequence of the target gene is MQKILQTDDITDNQVLRKRKRKRTETANSENANSALEKAQRDPYSGNAFLPGESSSDEETPLMELSKEELCNKIESLKEKLRSIRKENSRLRQSLVMLQVLPQAVTQFEELVGMAETLLKSGGAVSTPASTLWRATNNSSPDSFASLCSNSNSTSSSPSSVKAEEEQHPGEKQFTIERWQIARCNKSKPQKFINDLMQVLYTNEYMATHSLTGAKSSTSRDKVVKPAMNQNEVQEIIGVTKQVFPSADDVSIRRMIGQKLNNCTKKPNASKAPNSQDGILK. Result: 1 (interaction). (2) The miRNA is hsa-miR-553 with sequence AAAACGGUGAGAUUUUGUUUU. The protein sequence of the target gene is MAMSNGNNDFVVLSNSSIATSAANPSPLTPCDGDHAAQQLTPKEATRTKVSPNGCLQLNGTVKSSFLPLDNQRMPQMLPQCCHPCPYHHPLTSHSSHQECHPEAGPAAPSALASCCMQPHSEYSASLCPNHSPVYQTTCCLQPSPSFCLHHPWPDHFQHQPVQQHIANIRPSRPFKLPKSYAALIADWPVVVLGMCTMFIVVCALVGVLVPELPDFSDPLLGFEPRGTAIGQRLVTWNNMVKNTGYKATLANYPFKYADEQAKSHRDDRWSDDHYEREKREVDWNFHKDSFFCDVPSDRY.... Result: 0 (no interaction). (3) The miRNA is mmu-miR-200c-3p with sequence UAAUACUGCCGGGUAAUGAUGGA. The protein sequence of the target gene is MAMFRSLVASAQQRQPPAGPAGGDSGLEAQFSCPICLEVYHRPVAIGSCGHTFCGECLQPCLQVPSPLCPLCRLPFDPKKVDKATHVEKQLSSYKAPCRGCNKKVTLAKMRAHISSCLKVQEQMANCPKFVPVVPTSQPIPSNIPNRSTFACPYCGARNLDQQELVKHCVESHRSDPNRVVCPICSAMPWGDPSYKSANFLQHLLHRHKFSYDTFVDYSIDEEAAFQAALALSLSEN. Result: 1 (interaction). (4) The miRNA is hsa-miR-3622b-5p with sequence AGGCAUGGGAGGUCAGGUGA. The protein sequence of the target gene is MKPGPPRRGTAQGQRVDTATHAPGARGLLLPPLLLLLLAGRAAGAQRWRNENFERPVDLEGSGDDDSFPDDELDDLYSGSGSGYFEQESGLETAMRFIPDMALAAPTAPAMLPTTVIQPVDTPFEELLSEHPSPEPVTSPPLVTEVTEVVEESSQKATTISTTTSTTAATTTGAPTMATAPATAATTAPSTPEAPPATATVADVRTTGIQGMLPLPLTTAATAKITTPAAPSPPTTVATLDTEAPTPRLVNTATSRPRALPRPVTTQEPDVAERSTLPLGTTAPGPTEMAQTPTPESLLT.... Result: 0 (no interaction). (5) The miRNA is mmu-miR-463-3p with sequence UGAUAGACACCAUAUAAGGUAG. The protein sequence of the target gene is MVQQVPENISFPAEEEKILEFWSKHNCFQECLKQSKLRPKFTFYDGPPFATGLPHYGHILAGTIKDIVTRYAHQSGFHVDRRFGWDCHGLPVEYEIDKTLGIKGPEDVAKMGIAEYNKQCRAIVMRYSAEWKSTVTRLGRWIDFDNDYKTLYPQFMESVWWVFKQLYDKGLVYRGVKVMPFSTACGTPLSNFESNQNYKDVQDPSVFVTFPLEEDENTSLVAWTTTPWTLPSNLALCVNPEIQYVKIKDVARGKLFILTEARLSALYKQESDYEILERFPGASLKGKKYKPLFDYFIKCK.... Result: 0 (no interaction). (6) The protein sequence of the target gene is MSLLGPKVLLFLAAFIITSDWIPLGVNSQRGDDVTQATPETFTEDPNLVNDPATDETVLAVLADIAPSTDDLASLSEKNTTAECWDEKFTCTRLYSVHRPVKQCIHQLCFTSLRRMYIVNKEICSRLVCKEHEAMKDELCRQMAGLPPRRLRRSNYFRLPPCENVDLQRPNGL. Result: 0 (no interaction). The miRNA is hsa-miR-4744 with sequence UCUAAAGACUAGACUUCGCUAUG. (7) The miRNA is hsa-miR-143-3p with sequence UGAGAUGAAGCACUGUAGCUC. The protein sequence of the target gene is MAGPTIHRDMEKSSGYCEAPENLGLSFSIEAILKKPTERRSLPRPQSICKEDSRQTTIPGSKLERPPQDQPQEEKKNKRRVRTTFTTEQLQELEKLFHFTHYPDIHVRSQLASRINLPEARVQIWFQNQRAKWRKQEKSGNLSAPQQPGEAGLALPSNMDVSGPVLTPTAMTTLVPPTECCLLSQTQLPSSWFPTQIPLVPWHPWDLQPLPGPLTQHPCVPTFMFPPLHPKWGSICATST. Result: 0 (no interaction).